This data is from Reaction yield outcomes from USPTO patents with 853,638 reactions. The task is: Predict the reaction yield, written as a fraction of the theoretical maximum amount of product (1.0 means a 100% yield; for example, 0.34 means a 34% yield). The catalyst is N1C=CC=CC=1.C(Cl)Cl. The yield is 0.820. The product is [N:28]([CH2:2][C@H:3]1[O:11][C@H:10]2[C@H:6]([N:7]=[C:8]([CH2:12][CH2:13][CH3:14])[S:9]2)[C@@H:5]([OH:15])[C@@H:4]1[OH:16])=[N+:29]=[N-:30]. The reactants are O[CH2:2][C@H:3]1[O:11][C@H:10]2[C@H:6]([N:7]=[C:8]([CH2:12][CH2:13][CH3:14])[S:9]2)[C@@H:5]([OH:15])[C@@H:4]1[OH:16].S(Cl)(C1C=CC(C)=CC=1)(=O)=O.[N-:28]=[N+:29]=[N-:30].[Na+].